Dataset: NCI-60 drug combinations with 297,098 pairs across 59 cell lines. Task: Regression. Given two drug SMILES strings and cell line genomic features, predict the synergy score measuring deviation from expected non-interaction effect. Drug 1: CC1=C2C(C(=O)C3(C(CC4C(C3C(C(C2(C)C)(CC1OC(=O)C(C(C5=CC=CC=C5)NC(=O)OC(C)(C)C)O)O)OC(=O)C6=CC=CC=C6)(CO4)OC(=O)C)OC)C)OC. Drug 2: C(=O)(N)NO. Cell line: OVCAR-4. Synergy scores: CSS=28.1, Synergy_ZIP=-7.91, Synergy_Bliss=-4.89, Synergy_Loewe=-61.5, Synergy_HSA=-5.41.